From a dataset of Forward reaction prediction with 1.9M reactions from USPTO patents (1976-2016). Predict the product of the given reaction. (1) Given the reactants [C:1]1([C@H:13]2[CH2:18][CH2:17][C@H:16]([CH:19]=O)[CH2:15][CH2:14]2)[N:2]=[N:3][N:4]2[C:9]=1[C:8]1[CH:10]=[CH:11][NH:12][C:7]=1[N:6]=[CH:5]2.[C:21]1(C2CCC(=O)CC2)[N:22]=NN2[C:29]=1C1C=CNC=1N=C2, predict the reaction product. The product is: [C:1]1([C@H:13]2[CH2:18][CH2:17][C@H:16](/[CH:19]=[CH:29]/[C:21]#[N:22])[CH2:15][CH2:14]2)[N:2]=[N:3][N:4]2[C:9]=1[C:8]1[CH:10]=[CH:11][NH:12][C:7]=1[N:6]=[CH:5]2. (2) The product is: [F:9][C:7]1[CH:8]=[C:3]([CH2:2][C:20]#[N:21])[CH:4]=[C:5]([O:12][CH2:13][C:14]2[CH:19]=[CH:18][CH:17]=[CH:16][CH:15]=2)[C:6]=1[O:10][CH3:11]. Given the reactants Cl[CH2:2][C:3]1[CH:4]=[C:5]([O:12][CH2:13][C:14]2[CH:19]=[CH:18][CH:17]=[CH:16][CH:15]=2)[C:6]([O:10][CH3:11])=[C:7]([F:9])[CH:8]=1.[C-:20]#[N:21].[K+], predict the reaction product. (3) Given the reactants Br[C:2]1[C:10]2[CH:11]=[C:12]3[C:20]([C:21]([CH3:23])([CH3:22])[C:9]=2[C:8]2[C:3]=1[CH:4]=[CH:5][CH:6]([C:24]1[CH:29]=[CH:28][CH:27]=[CH:26][CH:25]=1)[CH:7]=2)=[C:19]1[C:14]([CH:15]=[CH:16][CH:17]=[CH:18]1)=[N:13]3.[C:30]1([C:64]2[CH:69]=[CH:68][CH:67]=[CH:66][CH:65]=2)[CH:35]=[CH:34][C:33]([N:36]([C:52]2[CH:57]=[CH:56][C:55](C3C=CC=CC=3)=[CH:54][CH:53]=2)C2C=CC(B3OC(C)(C)C(C)(C)O3)=CC=2)=[CH:32][CH:31]=1.C(=O)([O-])[O-].[K+].[K+], predict the reaction product. The product is: [C:6]1([C:24]2[CH:25]=[CH:26][CH:27]=[CH:28][CH:29]=2)[CH:7]=[CH:8][C:3]([N:36]([C:33]2[CH:32]=[CH:31][C:30]([C:64]3[CH:69]=[CH:68][CH:67]=[CH:66][CH:65]=3)=[CH:35][CH:34]=2)[C:52]2[CH:57]=[CH:56][C:55]([C:2]3[C:10]4[CH:11]=[C:12]5[C:20]([C:21]([CH3:23])([CH3:22])[C:9]=4[C:8]4[C:3]=3[CH:4]=[CH:5][CH:6]([C:24]3[CH:29]=[CH:28][CH:27]=[CH:26][CH:25]=3)[CH:7]=4)=[C:19]3[C:14]([CH:15]=[CH:16][CH:17]=[CH:18]3)=[N:13]5)=[CH:54][CH:53]=2)=[CH:4][CH:5]=1. (4) Given the reactants CN(C)C=O.[CH3:6][C:7]1[CH:8]=[C:9]([CH:12]=[C:13]([CH3:16])[C:14]=1[OH:15])[C:10]#[N:11].[Br:17][C:18]1[C:19]([NH:34][C:35](=[O:42])[C:36]2[CH:41]=[CH:40][CH:39]=[CH:38][CH:37]=2)=[N:20][C:21]([NH:25][C:26]2[CH:31]=[CH:30][C:29]([C:32]#[N:33])=[CH:28][CH:27]=2)=[N:22][C:23]=1Cl, predict the reaction product. The product is: [Br:17][C:18]1[C:19]([NH:34][C:35](=[O:42])[C:36]2[CH:37]=[CH:38][CH:39]=[CH:40][CH:41]=2)=[N:20][C:21]([NH:25][C:26]2[CH:31]=[CH:30][C:29]([C:32]#[N:33])=[CH:28][CH:27]=2)=[N:22][C:23]=1[O:15][C:14]1[C:13]([CH3:16])=[CH:12][C:9]([C:10]#[N:11])=[CH:8][C:7]=1[CH3:6]. (5) Given the reactants [C:1]([O:5][C:6]([N:8]1[C@@H:12]([CH2:13][C:14]([CH3:20])([CH3:19])[CH2:15][C:16](O)=[O:17])[CH2:11][O:10][C:9]1([CH3:22])[CH3:21])=[O:7])([CH3:4])([CH3:3])[CH3:2].O=C1N(P(Cl)(N2CCOC2=O)=O)CCO1.[CH3:38][O:39][C:40](=[O:52])[NH:41][CH:42]1[CH2:51][C:50]2[C:45](=[CH:46][CH:47]=[CH:48][CH:49]=2)[NH:44][CH2:43]1.[OH-].[Na+], predict the reaction product. The product is: [C:1]([O:5][C:6]([N:8]1[C@@H:12]([CH2:13][C:14]([CH3:20])([CH3:19])[CH2:15][C:16]([N:44]2[C:45]3[C:50](=[CH:49][CH:48]=[CH:47][CH:46]=3)[CH2:51][CH:42]([NH:41][C:40]([O:39][CH3:38])=[O:52])[CH2:43]2)=[O:17])[CH2:11][O:10][C:9]1([CH3:22])[CH3:21])=[O:7])([CH3:4])([CH3:3])[CH3:2]. (6) The product is: [I:1][C:2]1[CH:7]=[CH:6][N:5]=[C:4]2[CH:8]=[N:9][N:10]([CH2:14][C:15]3[CH:20]=[CH:19][C:18]([O:21][CH3:22])=[CH:17][CH:16]=3)[C:3]=12.[I:1][C:2]1[C:3]2[C:4](=[CH:8][N:9]([CH2:14][C:15]3[CH:20]=[CH:19][C:18]([O:21][CH3:22])=[CH:17][CH:16]=3)[N:10]=2)[N:5]=[CH:6][CH:7]=1. Given the reactants [I:1][C:2]1[CH:7]=[CH:6][N:5]=[C:4]2[CH:8]=[N:9][NH:10][C:3]=12.[H-].[Na+].Cl[CH2:14][C:15]1[CH:20]=[CH:19][C:18]([O:21][CH3:22])=[CH:17][CH:16]=1.[Cl-].[NH4+], predict the reaction product. (7) Given the reactants [F:1][C:2]([F:15])([F:14])[C:3]1[CH:12]=[C:11]2[C:6]([CH2:7][CH2:8][NH:9][C:10]2=[O:13])=[CH:5][CH:4]=1.Br[C:17]1[CH:18]=[N:19][CH:20]=[CH:21][CH:22]=1.P([O-])([O-])([O-])=O.[K+].[K+].[K+], predict the reaction product. The product is: [N:19]1[CH:20]=[CH:21][CH:22]=[C:17]([N:9]2[CH2:8][CH2:7][C:6]3[C:11](=[CH:12][C:3]([C:2]([F:1])([F:14])[F:15])=[CH:4][CH:5]=3)[C:10]2=[O:13])[CH:18]=1. (8) Given the reactants [O:1]=[C:2]([NH:9][C:10]1[CH:15]=[CH:14][CH:13]=[CH:12][CH:11]=1)[CH2:3][C:4]([O:6]CC)=[O:5].CO[CH:18]=[CH:19][C:20](=O)[CH3:21].[O-]CC.[Na+].O.[OH-].[Li+], predict the reaction product. The product is: [CH3:18][C:19]1[N:9]([C:10]2[CH:11]=[CH:12][CH:13]=[CH:14][CH:15]=2)[C:2](=[O:1])[C:3]([C:4]([OH:6])=[O:5])=[CH:21][CH:20]=1. (9) Given the reactants [CH3:1][C:2]([O:5][C:6]([N:8]1[CH2:13][CH2:12][CH:11]([CH2:14][C:15]([OH:17])=O)[CH2:10][CH2:9]1)=[O:7])([CH3:4])[CH3:3].[Cl:18][C:19]1[CH:20]=[C:21]([CH:23]=[CH:24][C:25]=1[Cl:26])[NH2:22].C(N=C=NCCCN(C)C)C.C1C=NC2N(O)N=NC=2C=1, predict the reaction product. The product is: [C:2]([O:5][C:6]([N:8]1[CH2:9][CH2:10][CH:11]([CH2:14][C:15](=[O:17])[NH:22][C:21]2[CH:23]=[CH:24][C:25]([Cl:26])=[C:19]([Cl:18])[CH:20]=2)[CH2:12][CH2:13]1)=[O:7])([CH3:1])([CH3:3])[CH3:4]. (10) Given the reactants S(OC)(OC)(=O)=O.C([N:21]1[C:25]2=[N:26][C:27]([O:36][CH2:37]CN(CC)CC)=[CH:28][C:29]([C:30]3[CH:35]=[CH:34][CH:33]=[CH:32][CH:31]=3)=[C:24]2[C:23]([C:44]#[N:45])=[CH:22]1)(C1C=CC=CC=1)C1C=CC=CC=1, predict the reaction product. The product is: [CH3:37][O:36][C:27]1[N:26]=[C:25]2[NH:21][CH:22]=[C:23]([C:44]#[N:45])[C:24]2=[C:29]([C:30]2[CH:35]=[CH:34][CH:33]=[CH:32][CH:31]=2)[CH:28]=1.